Dataset: Experimentally validated miRNA-target interactions with 360,000+ pairs, plus equal number of negative samples. Task: Binary Classification. Given a miRNA mature sequence and a target amino acid sequence, predict their likelihood of interaction. The miRNA is hsa-miR-6749-5p with sequence UCGGGCCUGGGGUUGGGGGAGC. The protein sequence of the target gene is MPHIDNDVKLDFKDVLLRPKRSTLKSRSEVDLTRSFSFRNSKQTYSGVPIIAANMDTVGTFEMAKVLCKFSLFTAVHKHYSLVQWQEFAGQNPDCLEHLAASSGTGSSDFEQLEQILEAIPQVKYICLDVANGYSEHFVEFVKDVRKRFPQHTIMAGNVVTGEMVEELILSGADIIKVGIGPGSVCTTRKKTGVGYPQLSAVMECADAAHGLKGHIISDGGCSCPGDVAKAFGAGADFVMLGGMLAGHSESGGELIERDGKKYKLFYGMSSEMAMKKYAGGVAEYRASEGKTVEVPFKGD.... Result: 0 (no interaction).